From a dataset of Drug-target binding data from BindingDB using IC50 measurements. Regression. Given a target protein amino acid sequence and a drug SMILES string, predict the binding affinity score between them. We predict pIC50 (pIC50 = -log10(IC50 in M); higher means more potent). Dataset: bindingdb_ic50. (1) The small molecule is COc1cccc(NC(=O)Nc2ccc(Oc3ncnc4c3cnn4C)cc2)c1. The target protein (Q5GIT4) has sequence MAKTSYALLLLDILLTFNVAKAIELRFVPDPPTLNITEKTIKINASDTLQITCRGRQILEWSTPHNRTSSETRLTISDCSGDGLFCSTLTLSKAVANETGEYRCFYKSLPKEDGKTSVAVYVFIQDYRTPFVRIAQDYDVVFIREGEQVVIPCLVSVEDLNVTLYTKYPVKELSTDGKEVIWDSRRGFILPSRVVSYAGVVYCQTTIRNETFQSSPYIVAVVGYKIYDLTLSPQHERLTVGERLILNCTAHTELNVGIDFQWTFPHEKRSVNGSMSTSRYKTSSNKKKLWNSLELSNTLTVENVTLNDTGEYICTASSGQMQKIAQASLIVYEKPFIALSDQLWQTVEAKAGDAEAKILVKYYAYPEPAVRWYKNDQLIVLRDEYRMKFYRGVHLTIYGVTEKDAGNYTVVMTNKITKEEQRRTFQLVVNDLPRIFEKDVSLDRDVHMYGSSPTLTCTASGGSSPVTIKWQWMPREDCPVRFLPKSDTRMAKCDKWREMS.... The pIC50 is 4.0. (2) The compound is Cc1c(COc2ccc(CN[C@@H](C(=O)O)[C@H](C)O)c(OCc3cccc(C#N)c3)c2)cccc1-c1ccc2c(c1)OCCO2. The target protein (Q9NZQ7) has sequence MRIFAVFIFMTYWHLLNAFTVTVPKDLYVVEYGSNMTIECKFPVEKQLDLAALIVYWEMEDKNIIQFVHGEEDLKVQHSSYRQRARLLKDQLSLGNAALQITDVKLQDAGVYRCMISYGGADYKRITVKVNAPYNKINQRILVVDPVTSEHELTCQAEGYPKAEVIWTSSDHQVLSGKTTTTNSKREEKLFNVTSTLRINTTTNEIFYCTFRRLDPEENHTAELVIPELPLAHPPNERTHLVILGAILLCLGVALTFIFRLRKGRMMDVKKCGIQDTNSKKQSDTHLEET. The pIC50 is 8.3.